From a dataset of Reaction yield outcomes from USPTO patents with 853,638 reactions. Predict the reaction yield, written as a fraction of the theoretical maximum amount of product (1.0 means a 100% yield; for example, 0.34 means a 34% yield). (1) The reactants are [Cl:1][C:2]1[C:7]([C:8]#[N:9])=[CH:6][C:5]([C:10]2[C:19]3[C:14](=[CH:15][C:16]([S:20](OC4C(F)=C(F)C(F)=C(F)C=4F)(=[O:22])=[O:21])=[CH:17][CH:18]=3)[CH:13]=[CH:12][N:11]=2)=[C:4]([O:35][CH3:36])[CH:3]=1.[S:37]1[CH:41]=[N:40][N:39]=[C:38]1[NH2:42].C(=O)([O-])[O-].[Cs+].[Cs+].C(#N)C. The catalyst is CCOC(C)=O.Cl. The product is [Cl:1][C:2]1[C:7]([C:8]#[N:9])=[CH:6][C:5]([C:10]2[C:19]3[C:14](=[CH:15][C:16]([S:20]([NH:42][C:38]4[S:37][CH:41]=[N:40][N:39]=4)(=[O:21])=[O:22])=[CH:17][CH:18]=3)[CH:13]=[CH:12][N:11]=2)=[C:4]([O:35][CH3:36])[CH:3]=1. The yield is 0.536. (2) The reactants are [CH2:1]([C:3]1[C:8](=[O:9])[NH:7][C:6]([CH3:10])=[C:5]([C:11]2[O:15][C:14]([S:16]([Cl:19])(=[O:18])=[O:17])=[CH:13][CH:12]=2)[CH:4]=1)[CH3:2].[N:20]1([CH2:26][CH2:27][NH2:28])[CH2:25][CH2:24][CH2:23][CH2:22][CH2:21]1. No catalyst specified. The product is [ClH:19].[N:20]1([CH2:26][CH2:27][NH:28][S:16]([C:14]2[O:15][C:11]([C:5]3[CH:4]=[C:3]([CH2:1][CH3:2])[C:8](=[O:9])[NH:7][C:6]=3[CH3:10])=[CH:12][CH:13]=2)(=[O:18])=[O:17])[CH2:25][CH2:24][CH2:23][CH2:22][CH2:21]1. The yield is 0.840. (3) The reactants are CO[C:3](=[O:15])[C:4]1[CH:9]=[CH:8][CH:7]=[C:6]([N+:10]([O-:12])=[O:11])[C:5]=1[CH2:13]Br.[CH3:16][O:17][CH2:18][CH2:19][NH2:20].O. The catalyst is C(#N)C. The product is [CH3:16][O:17][CH2:18][CH2:19][N:20]1[CH2:13][C:5]2[C:4](=[CH:9][CH:8]=[CH:7][C:6]=2[N+:10]([O-:12])=[O:11])[C:3]1=[O:15]. The yield is 0.630.